This data is from NCI-60 drug combinations with 297,098 pairs across 59 cell lines. The task is: Regression. Given two drug SMILES strings and cell line genomic features, predict the synergy score measuring deviation from expected non-interaction effect. (1) Drug 1: CC1C(C(=O)NC(C(=O)N2CCCC2C(=O)N(CC(=O)N(C(C(=O)O1)C(C)C)C)C)C(C)C)NC(=O)C3=C4C(=C(C=C3)C)OC5=C(C(=O)C(=C(C5=N4)C(=O)NC6C(OC(=O)C(N(C(=O)CN(C(=O)C7CCCN7C(=O)C(NC6=O)C(C)C)C)C)C(C)C)C)N)C. Drug 2: C1CNP(=O)(OC1)N(CCCl)CCCl. Cell line: NCI-H322M. Synergy scores: CSS=11.7, Synergy_ZIP=0.148, Synergy_Bliss=4.08, Synergy_Loewe=-1.46, Synergy_HSA=1.86. (2) Drug 1: C1=CC(=CC=C1CC(C(=O)O)N)N(CCCl)CCCl.Cl. Drug 2: CCC(=C(C1=CC=CC=C1)C2=CC=C(C=C2)OCCN(C)C)C3=CC=CC=C3.C(C(=O)O)C(CC(=O)O)(C(=O)O)O. Cell line: OVCAR-4. Synergy scores: CSS=-6.68, Synergy_ZIP=1.26, Synergy_Bliss=-3.78, Synergy_Loewe=-8.44, Synergy_HSA=-7.55. (3) Drug 1: CC1=C(C=C(C=C1)NC2=NC=CC(=N2)N(C)C3=CC4=NN(C(=C4C=C3)C)C)S(=O)(=O)N.Cl. Drug 2: C(=O)(N)NO. Cell line: KM12. Synergy scores: CSS=9.97, Synergy_ZIP=-4.16, Synergy_Bliss=-0.632, Synergy_Loewe=0.866, Synergy_HSA=1.29. (4) Drug 1: C1=CC=C(C(=C1)C(C2=CC=C(C=C2)Cl)C(Cl)Cl)Cl. Drug 2: C1CN(CCN1C(=O)CCBr)C(=O)CCBr. Cell line: K-562. Synergy scores: CSS=37.2, Synergy_ZIP=0.803, Synergy_Bliss=-2.38, Synergy_Loewe=-0.875, Synergy_HSA=2.56. (5) Drug 1: C1CN1P(=S)(N2CC2)N3CC3. Drug 2: CC=C1C(=O)NC(C(=O)OC2CC(=O)NC(C(=O)NC(CSSCCC=C2)C(=O)N1)C(C)C)C(C)C. Cell line: SF-539. Synergy scores: CSS=47.2, Synergy_ZIP=1.95, Synergy_Bliss=7.28, Synergy_Loewe=-18.3, Synergy_HSA=4.59. (6) Drug 1: CC1=C2C(C(=O)C3(C(CC4C(C3C(C(C2(C)C)(CC1OC(=O)C(C(C5=CC=CC=C5)NC(=O)OC(C)(C)C)O)O)OC(=O)C6=CC=CC=C6)(CO4)OC(=O)C)OC)C)OC. Drug 2: CC1=CC=C(C=C1)C2=CC(=NN2C3=CC=C(C=C3)S(=O)(=O)N)C(F)(F)F. Cell line: HL-60(TB). Synergy scores: CSS=78.2, Synergy_ZIP=16.7, Synergy_Bliss=15.2, Synergy_Loewe=-19.7, Synergy_HSA=14.9.